Dataset: Forward reaction prediction with 1.9M reactions from USPTO patents (1976-2016). Task: Predict the product of the given reaction. (1) Given the reactants [NH2:1][C:2]1[N:7]=[C:6]([C:8]2[O:9][CH:10]=[CH:11][CH:12]=2)[C:5]([C:13]#[N:14])=[C:4](S(C)=O)[N:3]=1.Cl.NC[CH2:21][C:22]1[CH:27]=[CH:26][C:25]([S:28]([NH2:31])(=[O:30])=[O:29])=[CH:24][CH:23]=1.C1CCN2C(=[N:36]CCC2)CC1, predict the reaction product. The product is: [NH2:1][C:2]1[N:3]=[C:4]([NH:36][CH2:21][C:22]2[CH:27]=[CH:26][C:25]([S:28]([NH2:31])(=[O:30])=[O:29])=[CH:24][CH:23]=2)[C:5]([C:13]#[N:14])=[C:6]([C:8]2[O:9][CH:10]=[CH:11][CH:12]=2)[N:7]=1. (2) Given the reactants [CH2:1]([O:3][C:4]([C@H:6]1[CH2:10][C:9](=[CH2:11])[CH2:8][C@@H:7]1[C:12]([OH:14])=O)=[O:5])[CH3:2].[NH2:15][C:16]1[CH:21]=[CH:20][C:19]([Cl:22])=[CH:18][N:17]=1, predict the reaction product. The product is: [CH2:1]([O:3][C:4]([C@H:6]1[CH2:10][C:9](=[CH2:11])[CH2:8][C@@H:7]1[C:12](=[O:14])[NH:15][C:16]1[CH:21]=[CH:20][C:19]([Cl:22])=[CH:18][N:17]=1)=[O:5])[CH3:2]. (3) Given the reactants [CH2:1]([C:3]1[CH:11]=[CH:10][C:6]([C:7](Cl)=[O:8])=[CH:5][CH:4]=1)[CH3:2].[NH2:12][C:13]1[CH:18]=[CH:17][C:16]([C:19](=[O:26])[CH2:20][CH2:21][C:22]([O:24]C)=[O:23])=[CH:15][CH:14]=1, predict the reaction product. The product is: [CH2:1]([C:3]1[CH:11]=[CH:10][C:6]([C:7]([NH:12][C:13]2[CH:14]=[CH:15][C:16]([C:19](=[O:26])[CH2:20][CH2:21][C:22]([OH:24])=[O:23])=[CH:17][CH:18]=2)=[O:8])=[CH:5][CH:4]=1)[CH3:2]. (4) Given the reactants [C:1]([C:5]1[CH:10]=[CH:9][C:8]([C:11]2[C:12]3[C:17]([CH:18]=[C:19]4[C:24]=2[CH:23]=[CH:22][CH:21]=[CH:20]4)=[CH:16][CH:15]=[CH:14][CH:13]=3)=[CH:7][CH:6]=1)([CH3:4])([CH3:3])[CH3:2].[Br:25]Br.S([O-])([O-])(=O)=S.[Na+].[Na+], predict the reaction product. The product is: [Br:25][C:18]1[C:19]2[C:24]([C:11]([C:8]3[CH:7]=[CH:6][C:5]([C:1]([CH3:4])([CH3:2])[CH3:3])=[CH:10][CH:9]=3)=[C:12]3[C:17]=1[CH:16]=[CH:15][CH:14]=[CH:13]3)=[CH:23][CH:22]=[CH:21][CH:20]=2.